Predict which catalyst facilitates the given reaction. From a dataset of Catalyst prediction with 721,799 reactions and 888 catalyst types from USPTO. (1) Reactant: [CH2:1]([O:8][C:9]1[CH:38]=[CH:37][C:12]([O:13][C:14]2[CH:22]=[CH:21][C:17]([C:18](Cl)=[O:19])=[CH:16][C:15]=2[NH:23][C:24]2[C:25]3[CH:33]=[CH:32][C:31]([CH:34]([CH3:36])[CH3:35])=[N:30][C:26]=3[N:27]=[CH:28][N:29]=2)=[CH:11][CH:10]=1)[C:2]1[CH:7]=[CH:6][CH:5]=[CH:4][CH:3]=1.C(N(CC)C(C)C)(C)C.[F:48][C:49]1[CH:54]=[CH:53][CH:52]=[CH:51][C:50]=1[NH2:55]. Product: [CH2:1]([O:8][C:9]1[CH:38]=[CH:37][C:12]([O:13][C:14]2[CH:22]=[CH:21][C:17]([C:18]([NH:55][C:50]3[CH:51]=[CH:52][CH:53]=[CH:54][C:49]=3[F:48])=[O:19])=[CH:16][C:15]=2[NH:23][C:24]2[C:25]3[CH:33]=[CH:32][C:31]([CH:34]([CH3:36])[CH3:35])=[N:30][C:26]=3[N:27]=[CH:28][N:29]=2)=[CH:11][CH:10]=1)[C:2]1[CH:7]=[CH:6][CH:5]=[CH:4][CH:3]=1. The catalyst class is: 4. (2) Product: [Cl:11][C:12]1[CH:17]=[CH:16][C:15]([NH:18][C:19](=[O:20])[NH:1][C:2]2[CH:3]=[C:4]([B:8]([OH:10])[OH:9])[CH:5]=[CH:6][CH:7]=2)=[CH:14][CH:13]=1. Reactant: [NH2:1][C:2]1[CH:3]=[C:4]([B:8]([OH:10])[OH:9])[CH:5]=[CH:6][CH:7]=1.[Cl:11][C:12]1[CH:17]=[CH:16][C:15]([N:18]=[C:19]=[O:20])=[CH:14][CH:13]=1.CN(C=O)C. The catalyst class is: 34. (3) Reactant: F.F.F.C(N(CC)CC)C.[Si]([O:28][CH2:29][C@H:30]1[O:34][C@@H:33]([N:35]2[CH:42]=[C:41]([CH3:43])[C:39](=[O:40])[NH:38][C:36]2=[O:37])[C@H:32]([O:44][CH2:45][CH2:46][O:47][N:48]([CH3:50])[CH3:49])[C@@H:31]1[OH:51])(C(C)(C)C)(C1C=CC=CC=1)C1C=CC=CC=1.CO. Product: [CH3:49][N:48]([CH3:50])[O:47][CH2:46][CH2:45][O:44][C@@H:32]1[C@H:31]([OH:51])[C@@H:30]([CH2:29][OH:28])[O:34][C@H:33]1[N:35]1[CH:42]=[C:41]([CH3:43])[C:39](=[O:40])[NH:38][C:36]1=[O:37]. The catalyst class is: 1. (4) Reactant: [C:1]([C:3]1[CH:4]=[C:5]([CH:10]([CH2:30][C:31]2[CH:36]=[CH:35][C:34]([OH:37])=[CH:33][CH:32]=2)[CH:11]([NH:13][C:14](=[O:29])[C:15]([O:18][C:19]2[CH:24]=[CH:23][C:22]([C:25]([F:28])([F:27])[F:26])=[CH:21][N:20]=2)([CH3:17])[CH3:16])[CH3:12])[CH:6]=[C:7]([F:9])[CH:8]=1)#[N:2].C(=O)([O-])[O-].[Cs+].[Cs+].CS(O[CH2:49][CH2:50][F:51])(=O)=O. Product: [C:1]([C:3]1[CH:4]=[C:5]([CH:10]([CH2:30][C:31]2[CH:36]=[CH:35][C:34]([O:37][CH2:49][CH2:50][F:51])=[CH:33][CH:32]=2)[CH:11]([NH:13][C:14](=[O:29])[C:15]([O:18][C:19]2[CH:24]=[CH:23][C:22]([C:25]([F:28])([F:27])[F:26])=[CH:21][N:20]=2)([CH3:17])[CH3:16])[CH3:12])[CH:6]=[C:7]([F:9])[CH:8]=1)#[N:2]. The catalyst class is: 869. (5) Reactant: [CH3:1][NH2:2].[C:3]([O:7][C:8]([N:10]1[CH2:15][CH2:14][CH:13]([CH2:16][CH:17]=O)[CH2:12][CH2:11]1)=[O:9])([CH3:6])([CH3:5])[CH3:4].[BH4-].[Na+]. Product: [C:3]([O:7][C:8]([N:10]1[CH2:15][CH2:14][CH:13]([CH2:16][CH2:17][NH:2][CH3:1])[CH2:12][CH2:11]1)=[O:9])([CH3:6])([CH3:5])[CH3:4]. The catalyst class is: 182. (6) Reactant: [N:1]1[CH:6]=[CH:5][CH:4]=[CH:3][C:2]=1[CH:7]=[CH:8][C:9]([OH:11])=O.[O:12]1[CH:16]=[CH:15][CH:14]=[C:13]1[C:17]1[O:21][N:20]=[C:19]([NH2:22])[CH:18]=1.C1C=CC2N(O)N=NC=2C=1.C(Cl)CCl. Product: [O:12]1[CH:16]=[CH:15][CH:14]=[C:13]1[C:17]1[O:21][N:20]=[C:19]([NH:22][C:9](=[O:11])[CH:8]=[CH:7][C:2]2[CH:3]=[CH:4][CH:5]=[CH:6][N:1]=2)[CH:18]=1. The catalyst class is: 3. (7) Reactant: [CH3:1][O:2][C:3]1[CH:4]=[C:5]([CH:7]=[CH:8][C:9]=1[C:10]1[O:14][CH:13]=[N:12][CH:11]=1)[NH2:6].ClCCl.N1C=CC=CC=1.[CH3:24][C:25]1[S:29][C:28]([CH2:30][CH2:31]Cl)=[CH:27][CH:26]=1. Product: [CH3:24][C:25]1[S:29][C:28]([CH2:30][CH2:31][NH:6][C:5]2[CH:7]=[CH:8][C:9]([C:10]3[O:14][CH:13]=[N:12][CH:11]=3)=[C:3]([O:2][CH3:1])[CH:4]=2)=[CH:27][CH:26]=1. The catalyst class is: 66.